From a dataset of Full USPTO retrosynthesis dataset with 1.9M reactions from patents (1976-2016). Predict the reactants needed to synthesize the given product. (1) The reactants are: [C:1]1([CH2:7][CH:8]=[CH:9][C:10]2[CH:18]=[CH:17][C:13]([C:14]([OH:16])=[O:15])=[CH:12][CH:11]=2)[CH:6]=[CH:5][CH:4]=[CH:3][CH:2]=1.C1(C=CCC2C=CC(C(O)=O)=CC=2)C=CC=CC=1. Given the product [C:1]1([CH2:7][CH2:8][CH2:9][C:10]2[CH:11]=[CH:12][C:13]([C:14]([OH:16])=[O:15])=[CH:17][CH:18]=2)[CH:2]=[CH:3][CH:4]=[CH:5][CH:6]=1, predict the reactants needed to synthesize it. (2) Given the product [C:9]([Si:13]([O:14][CH2:15][CH2:16][C:17]1[S:18][C:19]([Cl:8])=[CH:20][CH:21]=1)([CH3:23])[CH3:22])([CH3:10])([CH3:12])[CH3:11], predict the reactants needed to synthesize it. The reactants are: C1C(=O)N([Cl:8])C(=O)C1.[C:9]([Si:13]([CH3:23])([CH3:22])[O:14][CH2:15][CH2:16][C:17]1[S:18][CH:19]=[CH:20][CH:21]=1)([CH3:12])([CH3:11])[CH3:10]. (3) Given the product [CH2:1]([CH:3]([C:6]1[C:7]2[N:8]([C:13]([C:17]3[S:21][C:20]([C:22]4[NH:40][N:39]=[N:38][N:23]=4)=[CH:19][C:18]=3[CH3:24])=[C:14]([CH3:16])[N:15]=2)[N:9]=[C:10]([CH3:12])[CH:11]=1)[CH2:4][CH3:5])[CH3:2], predict the reactants needed to synthesize it. The reactants are: [CH2:1]([CH:3]([C:6]1[C:7]2[N:8]([C:13]([C:17]3[S:21][C:20]([C:22]#[N:23])=[CH:19][C:18]=3[CH3:24])=[C:14]([CH3:16])[N:15]=2)[N:9]=[C:10]([CH3:12])[CH:11]=1)[CH2:4][CH3:5])[CH3:2].CN(C=O)C.N(CC)(CC)CC.Cl.[N-:38]=[N+:39]=[N-:40].[Na+]. (4) Given the product [C:19]1([C:17]#[C:18][C:2]2[CH:7]=[CH:6][C:5]([C:8]3[NH:12][CH:11]4[CH2:13][CH2:14][CH2:15][CH2:16][CH:10]4[N:9]=3)=[CH:4][CH:3]=2)[CH:24]=[CH:23][CH:22]=[CH:21][CH:20]=1, predict the reactants needed to synthesize it. The reactants are: Br[C:2]1[CH:7]=[CH:6][C:5]([C:8]2[NH:12][CH:11]3[CH2:13][CH2:14][CH2:15][CH2:16][CH:10]3[N:9]=2)=[CH:4][CH:3]=1.[C:17]([C:19]1[CH:24]=[CH:23][CH:22]=[CH:21][CH:20]=1)#[CH:18].C1C=CC(P(C2C=CC=CC=2)C2C=CC=CC=2)=CC=1.CCN(CC)CC.